Dataset: Catalyst prediction with 721,799 reactions and 888 catalyst types from USPTO. Task: Predict which catalyst facilitates the given reaction. (1) Reactant: [F:1][C:2]1[CH:7]=[C:6]([OH:8])[CH:5]=[CH:4][C:3]=1[N:9]1[C:13](I)=[C:12]([C:15]#[N:16])[C:11]([CH3:17])=[N:10]1.[CH3:18]/[C:19](/B(O)O)=[CH:20]/[CH3:21].C([O-])([O-])=O.[K+].[K+]. Product: [CH3:18]/[C:19](/[C:13]1[N:9]([C:3]2[CH:4]=[CH:5][C:6]([OH:8])=[CH:7][C:2]=2[F:1])[N:10]=[C:11]([CH3:17])[C:12]=1[C:15]#[N:16])=[CH:20]/[CH3:21]. The catalyst class is: 108. (2) Reactant: [CH2:1]1[CH2:8][C:7]2[CH:9]=[CH:10][C:11]([F:13])=[CH:12][C:6]=2[C:4](=[O:5])[CH2:3][CH2:2]1.[Br:14]Br.O. Product: [Br:14][CH:3]1[CH2:2][CH2:1][CH2:8][C:7]2[CH:9]=[CH:10][C:11]([F:13])=[CH:12][C:6]=2[C:4]1=[O:5]. The catalyst class is: 15.